Dataset: Full USPTO retrosynthesis dataset with 1.9M reactions from patents (1976-2016). Task: Predict the reactants needed to synthesize the given product. (1) Given the product [CH3:25][N:23]1[CH:24]=[C:20]([C:19]2[C:14]([NH:13][C@H:11]3[CH2:12][C@H:9]([CH2:8][NH:7][S:2]([CH3:1])(=[O:4])=[O:3])[CH2:10]3)=[N:15][C:16]([C:26]3[CH:31]=[CH:30][CH:29]=[C:28]([C:32]4[CH:33]=[N:34][N:35]([CH3:37])[CH:36]=4)[CH:27]=3)=[N:17][CH:18]=2)[CH:21]=[N:22]1, predict the reactants needed to synthesize it. The reactants are: [CH3:1][S:2](Cl)(=[O:4])=[O:3].Cl.[NH2:7][CH2:8][CH:9]1[CH2:12][CH:11]([NH:13][C:14]2[C:19]([C:20]3[CH:21]=[N:22][N:23]([CH3:25])[CH:24]=3)=[CH:18][N:17]=[C:16]([C:26]3[CH:31]=[CH:30][CH:29]=[C:28]([C:32]4[CH:33]=[N:34][N:35]([CH3:37])[CH:36]=4)[CH:27]=3)[N:15]=2)[CH2:10]1. (2) Given the product [CH3:2][O:3][C:4]1[CH:5]=[C:6]([C:10]2([CH2:22][C:43]([NH:25][C:26]3[CH:35]=[CH:34][CH:33]=[C:32]4[C:27]=3[CH:28]=[CH:29][CH:30]=[N:31]4)=[O:46])[CH2:11][CH2:12][N:13]([C:16]3[N:17]=[CH:18][CH:19]=[CH:20][N:21]=3)[CH2:14][CH2:15]2)[CH:7]=[CH:8][CH:9]=1, predict the reactants needed to synthesize it. The reactants are: Cl.[CH3:2][O:3][C:4]1[CH:5]=[C:6]([C:10]2([C:22](Cl)=O)[CH2:15][CH2:14][N:13]([C:16]3[N:21]=[CH:20][CH:19]=[CH:18][N:17]=3)[CH2:12][CH2:11]2)[CH:7]=[CH:8][CH:9]=1.[NH2:25][C:26]1[CH:35]=[CH:34][CH:33]=[C:32]2[C:27]=1[CH:28]=[CH:29][CH:30]=[N:31]2.C(N(CC)CC)C.[C:43](=[O:46])([O-])O.[Na+].